From a dataset of Full USPTO retrosynthesis dataset with 1.9M reactions from patents (1976-2016). Predict the reactants needed to synthesize the given product. (1) Given the product [CH3:1][O:2][C:3]1[C:4]([O:21][CH3:22])=[CH:5][C:6]2[N:12]([CH2:26][CH3:27])[C:11](=[O:13])[CH2:10][N:9]=[C:8]([C:14]3[CH:19]=[CH:18][CH:17]=[CH:16][CH:15]=3)[C:7]=2[CH:20]=1, predict the reactants needed to synthesize it. The reactants are: [CH3:1][O:2][C:3]1[C:4]([O:21][CH3:22])=[CH:5][C:6]2[NH:12][C:11](=[O:13])[CH2:10][N:9]=[C:8]([C:14]3[CH:19]=[CH:18][CH:17]=[CH:16][CH:15]=3)[C:7]=2[CH:20]=1.IC.I[CH2:26][CH3:27]. (2) Given the product [CH2:1]([O:5][C:6]([C:8]1[N:9]=[C:10]([C:30]#[N:31])[C:11]2[C:16]([C:17]=1[OH:18])=[CH:15][CH:14]=[C:13]([O:19][C:20]1[CH:25]=[CH:24][C:23]([O:26][CH3:27])=[CH:22][CH:21]=1)[CH:12]=2)=[O:7])[CH2:2][CH2:3][CH3:4], predict the reactants needed to synthesize it. The reactants are: [CH2:1]([O:5][C:6]([C:8]1[N:9]=[C:10](Br)[C:11]2[C:16]([C:17]=1[OH:18])=[CH:15][CH:14]=[C:13]([O:19][C:20]1[CH:25]=[CH:24][C:23]([O:26][CH3:27])=[CH:22][CH:21]=1)[CH:12]=2)=[O:7])[CH2:2][CH2:3][CH3:4].[Cu][C:30]#[N:31].CN1CCCC1. (3) Given the product [CH2:1]([O:5][C:6]([C:8]1[C:9]([OH:18])=[C:10]2[CH:17]=[CH:16][S:15][C:11]2=[C:12]([CH3:19])[N:13]=1)=[O:7])[CH2:2][CH2:3][CH3:4], predict the reactants needed to synthesize it. The reactants are: [CH2:1]([O:5][C:6]([C:8]1[C:9]([OH:18])=[C:10]2[CH:17]=[CH:16][S:15][C:11]2=[C:12](Br)[N:13]=1)=[O:7])[CH2:2][CH2:3][CH3:4].[CH3:19]B1OB(C)OB(C)O1.C(=O)([O-])[O-].[K+].[K+].